Dataset: Peptide-MHC class I binding affinity with 185,985 pairs from IEDB/IMGT. Task: Regression. Given a peptide amino acid sequence and an MHC pseudo amino acid sequence, predict their binding affinity value. This is MHC class I binding data. (1) The peptide sequence is NTYLFNILY. The MHC is H-2-Kb with pseudo-sequence H-2-Kb. The binding affinity (normalized) is 0.112. (2) The peptide sequence is KVVQYENL. The MHC is H-2-Db with pseudo-sequence H-2-Db. The binding affinity (normalized) is 0.253. (3) The peptide sequence is LENDMKFTVV. The MHC is HLA-B40:01 with pseudo-sequence HLA-B40:01. The binding affinity (normalized) is 0.398. (4) The peptide sequence is AMRWGHLPL. The MHC is HLA-E01:01 with pseudo-sequence HLA-E01:03. The binding affinity (normalized) is 0.263. (5) The peptide sequence is DEPASTEPVHDQLL. The MHC is HLA-B40:02 with pseudo-sequence HLA-B40:02. The binding affinity (normalized) is 0.